From a dataset of Reaction yield outcomes from USPTO patents with 853,638 reactions. Predict the reaction yield, written as a fraction of the theoretical maximum amount of product (1.0 means a 100% yield; for example, 0.34 means a 34% yield). (1) The catalyst is O1CCCC1.C(OCC)(=O)C. The product is [C:1]([C:3]1([CH2:13][O:14][C:15]2[C:23]([CH:24]3[CH2:25][CH2:26]3)=[CH:22][C:18]([C:19]([NH:44][S:41]([CH3:40])(=[O:43])=[O:42])=[O:21])=[C:17]([F:27])[CH:16]=2)[CH:10]2[CH2:9][CH:8]3[CH2:7][CH:6]([CH2:5][CH:4]1[CH2:12]3)[CH2:11]2)#[N:2]. The reactants are [C:1]([C:3]1([CH2:13][O:14][C:15]2[C:23]([CH:24]3[CH2:26][CH2:25]3)=[CH:22][C:18]([C:19]([OH:21])=O)=[C:17]([F:27])[CH:16]=2)[CH:10]2[CH2:11][CH:6]3[CH2:7][CH:8]([CH2:12][CH:4]1[CH2:5]3)[CH2:9]2)#[N:2].C(N1C=CN=C1)(N1C=CN=C1)=O.[CH3:40][S:41]([NH2:44])(=[O:43])=[O:42].N12CCCN=C1CCCCC2. The yield is 0.100. (2) The reactants are [C:1]([O:9][C:10]1[CH:15]=[CH:14][C:13]([CH2:16][OH:17])=[CH:12][CH:11]=1)(=[O:8])[C:2]1[CH:7]=[CH:6][CH:5]=[CH:4][CH:3]=1.[H-].[Na+].I[CH2:21][CH2:22][CH2:23][Si:24]([O:31][CH2:32][CH3:33])([O:28][CH2:29][CH3:30])[O:25][CH2:26][CH3:27]. The catalyst is O1CCCC1. The product is [C:1]([O:9][C:10]1[CH:11]=[CH:12][C:13]([CH2:16][O:17][CH2:21][CH2:22][CH2:23][Si:24]([O:25][CH2:26][CH3:27])([O:31][CH2:32][CH3:33])[O:28][CH2:29][CH3:30])=[CH:14][CH:15]=1)(=[O:8])[C:2]1[CH:3]=[CH:4][CH:5]=[CH:6][CH:7]=1. The yield is 0.300. (3) The reactants are [C:1]([OH:5])(=[O:4])[CH:2]=[O:3].[F:6][C:7]([F:20])([F:19])[C:8]1[CH:9]=[C:10]([CH:16]=[CH:17][CH:18]=1)[CH2:11][NH:12][CH2:13][CH2:14]O.O. The catalyst is O1CCCC1. The product is [OH:4][CH:1]1[O:5][CH2:14][CH2:13][N:12]([CH2:11][C:10]2[CH:16]=[CH:17][CH:18]=[C:8]([C:7]([F:6])([F:19])[F:20])[CH:9]=2)[C:2]1=[O:3]. The yield is 0.768. (4) The reactants are [F:1][C:2]1[CH:7]=[CH:6][CH:5]=[C:4]([F:8])[C:3]=1[S:9]([NH:12][C:13]1[CH:14]=[C:15]([CH:21]=[CH:22][C:23]=1[F:24])[C:16](OCC)=[O:17])(=[O:11])=[O:10].[Li+].C[Si]([N-][Si](C)(C)C)(C)C.[Cl:35][C:36]1[N:41]=[C:40]([CH3:42])[CH:39]=[CH:38][N:37]=1. The product is [Cl:35][C:36]1[N:41]=[C:40]([CH2:42][C:16]([C:15]2[CH:21]=[CH:22][C:23]([F:24])=[C:13]([NH:12][S:9]([C:3]3[C:2]([F:1])=[CH:7][CH:6]=[CH:5][C:4]=3[F:8])(=[O:11])=[O:10])[CH:14]=2)=[O:17])[CH:39]=[CH:38][N:37]=1. The catalyst is C1COCC1. The yield is 0.500. (5) The reactants are [C:1]([O:5][C:6]([NH:8][CH:9]([CH2:14][S:15][C:16]1[CH:25]=[CH:24][C:23]2[C:18](=[CH:19][CH:20]=[C:21]([Cl:26])[CH:22]=2)[CH:17]=1)[C:10]([O:12]C)=[O:11])=[O:7])([CH3:4])([CH3:3])[CH3:2].[OH-].[Na+]. The catalyst is CC(O)C. The product is [C:1]([O:5][C:6]([NH:8][CH:9]([CH2:14][S:15][C:16]1[CH:25]=[CH:24][C:23]2[C:18](=[CH:19][CH:20]=[C:21]([Cl:26])[CH:22]=2)[CH:17]=1)[C:10]([OH:12])=[O:11])=[O:7])([CH3:4])([CH3:2])[CH3:3]. The yield is 0.410. (6) The reactants are [F:1][C:2]([F:26])([F:25])[C:3]1[CH:8]=[CH:7][C:6]([N:9]2[CH:13]=[N:12][C:11]([C:14]3[CH:19]=[CH:18][C:17]([C:20]#[C:21][CH2:22][CH2:23][OH:24])=[CH:16][CH:15]=3)=[N:10]2)=[CH:5][CH:4]=1. The catalyst is [Pd].C(OCC)(=O)C. The product is [F:26][C:2]([F:1])([F:25])[C:3]1[CH:8]=[CH:7][C:6]([N:9]2[CH:13]=[N:12][C:11]([C:14]3[CH:19]=[CH:18][C:17]([CH2:20][CH2:21][CH2:22][CH2:23][OH:24])=[CH:16][CH:15]=3)=[N:10]2)=[CH:5][CH:4]=1. The yield is 1.04.